From a dataset of Forward reaction prediction with 1.9M reactions from USPTO patents (1976-2016). Predict the product of the given reaction. (1) The product is: [Cl:34][C:28]1[CH:29]=[CH:30][CH:31]=[C:32]([Cl:33])[C:27]=1[CH2:26][C:25]([N:11]1[C@@H:10]([CH2:9][OH:8])[CH2:19][C:18]2[C:13](=[CH:14][CH:15]=[CH:16][C:17]=2[C:20]([OH:23])([CH3:21])[CH3:22])[C@@H:12]1[CH3:24])=[O:35]. Given the reactants [Si]([O:8][CH2:9][C@H:10]1[CH2:19][C:18]2[C:13](=[CH:14][CH:15]=[CH:16][C:17]=2[C:20]([OH:23])([CH3:22])[CH3:21])[C@H:12]([CH3:24])[N:11]1[C:25](=[O:35])[CH2:26][C:27]1[C:32]([Cl:33])=[CH:31][CH:30]=[CH:29][C:28]=1[Cl:34])(C(C)(C)C)(C)C.[F-].C([N+](CCCC)(CCCC)CCCC)CCC.[Cl-].[NH4+], predict the reaction product. (2) Given the reactants [C:1]([CH2:3][C:4]1[CH:5]=[CH:6][C:7]([O:29][CH3:30])=[C:8]([C:10]2[CH:15]=[CH:14][C:13]([C:16]([F:19])([F:18])[F:17])=[CH:12][C:11]=2[CH2:20][N:21]([CH2:27][CH3:28])[C:22]([CH:24]2[CH2:26][CH2:25]2)=[O:23])[CH:9]=1)#[N:2].C(=O)([O-])[O-:32].[K+].[K+].OO, predict the reaction product. The product is: [C:1]([CH2:3][C:4]1[CH:5]=[CH:6][C:7]([O:29][CH3:30])=[C:8]([C:10]2[CH:15]=[CH:14][C:13]([C:16]([F:18])([F:19])[F:17])=[CH:12][C:11]=2[CH2:20][N:21]([CH2:27][CH3:28])[C:22]([CH:24]2[CH2:25][CH2:26]2)=[O:23])[CH:9]=1)(=[O:32])[NH2:2].